Dataset: Reaction yield outcomes from USPTO patents with 853,638 reactions. Task: Predict the reaction yield, written as a fraction of the theoretical maximum amount of product (1.0 means a 100% yield; for example, 0.34 means a 34% yield). The reactants are [C:1]([NH:5][C:6]([C:8]1[C:16]2[C:11](=[N:12][CH:13]=[C:14]([C:17]3[C:25]4[C:20](=[CH:21][CH:22]=[C:23]([O:26][CH:27]([F:29])[F:28])[CH:24]=4)[N:19]([CH2:30][CH2:31][CH2:32][N:33](C)[C:34](=O)OC(C)(C)C)[N:18]=3)[N:15]=2)[N:10](COCC[Si](C)(C)C)[CH:9]=1)=[O:7])([CH3:4])([CH3:3])[CH3:2].FC(F)(F)C(O)=O. The catalyst is ClCCl. The product is [C:1]([NH:5][C:6]([C:8]1[C:16]2[C:11](=[N:12][CH:13]=[C:14]([C:17]3[C:25]4[C:20](=[CH:21][CH:22]=[C:23]([O:26][CH:27]([F:28])[F:29])[CH:24]=4)[N:19]([CH2:30][CH2:31][CH2:32][NH:33][CH3:34])[N:18]=3)[N:15]=2)[NH:10][CH:9]=1)=[O:7])([CH3:4])([CH3:3])[CH3:2]. The yield is 0.780.